This data is from Catalyst prediction with 721,799 reactions and 888 catalyst types from USPTO. The task is: Predict which catalyst facilitates the given reaction. Reactant: [C:1]([O:5][C:6](=[O:35])[CH2:7][CH:8](NCCNCCCC1C=CC=C(NCC2CC2)N=1)[C:9]1[CH:10]=[N:11][C:12]([O:15][CH3:16])=[CH:13][CH:14]=1)([CH3:4])([CH3:3])[CH3:2].CCN(C(C)C)C(C)C.O1CCOCC1. Product: [C:1]([O:5][C:6](=[O:35])[CH2:7][CH2:8][C:9]1[CH:10]=[N:11][C:12]([O:15][CH3:16])=[CH:13][CH:14]=1)([CH3:4])([CH3:3])[CH3:2]. The catalyst class is: 2.